Predict which catalyst facilitates the given reaction. From a dataset of Catalyst prediction with 721,799 reactions and 888 catalyst types from USPTO. (1) Product: [O:35]1[CH:36]=[CH:37][CH:38]=[C:34]1[C:31]1[S:30][C:29]([CH2:28][C:21]2[C:22]3[C:27](=[CH:26][CH:25]=[CH:24][CH:23]=3)[N:19]([C@H:8]3[C@H:9]([OH:15])[C@@H:10]([OH:11])[C@H:5]([OH:4])[C@@H:6]([CH2:39][OH:40])[O:7]3)[CH:20]=2)=[N:33][CH:32]=1. The catalyst class is: 5. Reactant: C([O:4][C@H:5]1[C@H:10]([O:11]C(=O)C)[C@@H:9]([O:15]C(=O)C)[C@H:8]([N:19]2[C:27]3[C:22](=[CH:23][CH:24]=[CH:25][CH:26]=3)[C:21]([CH2:28][C:29]3[S:30][C:31]([C:34]4[O:35][CH:36]=[CH:37][CH:38]=4)=[CH:32][N:33]=3)=[CH:20]2)[O:7][C@@H:6]1[CH2:39][O:40]C(=O)C)(=O)C.C[O-].[Na+]. (2) Reactant: [Br:1][C:2]1[CH:3]=[CH:4][C:5]([OH:24])=[C:6]([C:8]2[CH:13]=[CH:12][CH:11]=[CH:10][C:9]=2[C:14]2[N:19]=[C:18]([C:20]([O:22][CH3:23])=[O:21])[CH:17]=[CH:16][CH:15]=2)[CH:7]=1.C(=O)([O-])[O-].[K+].[K+].Br[CH2:32][C:33]([CH3:35])=[CH2:34]. Product: [Br:1][C:2]1[CH:3]=[CH:4][C:5]([O:24][CH2:34][C:33]([CH3:35])=[CH2:32])=[C:6]([C:8]2[CH:13]=[CH:12][CH:11]=[CH:10][C:9]=2[C:14]2[N:19]=[C:18]([C:20]([O:22][CH3:23])=[O:21])[CH:17]=[CH:16][CH:15]=2)[CH:7]=1. The catalyst class is: 3. (3) Reactant: [Na+:1].[OH:2][C:3]1[CH:8]=[CH:7][C:6]([S:9]([O-:12])(=[O:11])=[O:10])=[CH:5][CH:4]=1.[OH-].[Na+].Br[CH2:16][CH2:17][CH2:18][CH2:19][CH2:20][CH2:21][CH2:22][CH2:23][CH2:24][CH2:25][CH2:26][CH2:27][N:28]([C:33]([F:36])([F:35])[F:34])[C:29]([F:32])([F:31])[F:30]. Product: [Na+:1].[F:30][C:29]([N:28]([C:33]([F:34])([F:36])[F:35])[CH2:27][CH2:26][CH2:25][CH2:24][CH2:23][CH2:22][CH2:21][CH2:20][CH2:19][CH2:18][CH2:17][CH2:16][O:2][C:3]1[CH:8]=[CH:7][C:6]([S:9]([O-:12])(=[O:10])=[O:11])=[CH:5][CH:4]=1)([F:32])[F:31]. The catalyst class is: 3.